This data is from Reaction yield outcomes from USPTO patents with 853,638 reactions. The task is: Predict the reaction yield, written as a fraction of the theoretical maximum amount of product (1.0 means a 100% yield; for example, 0.34 means a 34% yield). (1) The reactants are [CH2:1]([N:9]1[CH:13]=[N:12][N:11]=[N:10]1)[CH2:2][CH2:3][CH2:4][CH2:5][CH2:6][CH2:7][CH3:8].[OH-].[Na+].[I:16]I. The catalyst is C1(C)C=CC=CC=1. The product is [CH2:1]([N:9]1[C:13]([I:16])=[N:12][N:11]=[N:10]1)[CH2:2][CH2:3][CH2:4][CH2:5][CH2:6][CH2:7][CH3:8]. The yield is 0.350. (2) The reactants are [CH2:1]([O:8][C@@H:9]1[C@@H:21]([O:22][CH2:23][C:24]2[CH:29]=[CH:28][CH:27]=[CH:26][CH:25]=2)[C@H:20]([O:30][CH2:31][C:32]2[CH:37]=[CH:36][CH:35]=[CH:34][CH:33]=2)[C@@H:19]([CH2:38][OH:39])[O:18][C@H:10]1[S:11][C:12]1[CH:17]=[CH:16][CH:15]=[CH:14][CH:13]=1)[C:2]1[CH:7]=[CH:6][CH:5]=[CH:4][CH:3]=1.N1C=CC=CC=1.[C:46](OC(=O)C)(=[O:48])[CH3:47]. The catalyst is CN(C1C=CN=CC=1)C.C(Cl)Cl. The product is [CH2:1]([O:8][C@@H:9]1[C@@H:21]([O:22][CH2:23][C:24]2[CH:29]=[CH:28][CH:27]=[CH:26][CH:25]=2)[C@H:20]([O:30][CH2:31][C:32]2[CH:37]=[CH:36][CH:35]=[CH:34][CH:33]=2)[C@@H:19]([CH2:38][O:39][C:46](=[O:48])[CH3:47])[O:18][C@H:10]1[S:11][C:12]1[CH:13]=[CH:14][CH:15]=[CH:16][CH:17]=1)[C:2]1[CH:7]=[CH:6][CH:5]=[CH:4][CH:3]=1. The yield is 0.980. (3) The reactants are C[C@@H](PC)[C]1[C](P(C2C3C(=CC=CC=3)C=CC=2)C2C3C(=CC=CC=3)C=CC=2)[CH][CH][CH]1.[Cl:31][C:32]1[CH:33]=[C:34]([CH:53]=[CH:54][CH:55]=1)[CH2:35][C:36]1[C:45]2[C:40](=[CH:41][CH:42]=[C:43]([O:46][CH3:47])[CH:44]=2)[CH2:39][CH2:38][C:37]=1[NH:48][C:49](=[O:52])[CH2:50][CH3:51].[H][H]. The catalyst is [Rh+].ClC1CCCCC=CC=1.CO. The product is [Cl:31][C:32]1[CH:33]=[C:34]([CH:53]=[CH:54][CH:55]=1)[CH2:35][C@@H:36]1[C:45]2[C:40](=[CH:41][CH:42]=[C:43]([O:46][CH3:47])[CH:44]=2)[CH2:39][CH2:38][C@@H:37]1[NH:48][C:49](=[O:52])[CH2:50][CH3:51]. The yield is 0.950. (4) The reactants are CC([O-])(C)C.[K+].[Cl:7][C:8]1[CH:13]=[C:12]([N+]([O-])=O)[CH:11]=[CH:10][N:9]=1.[CH3:17][O:18][CH2:19][CH2:20][OH:21]. No catalyst specified. The product is [Cl:7][C:8]1[CH:13]=[C:12]([O:21][CH2:20][CH2:19][O:18][CH3:17])[CH:11]=[CH:10][N:9]=1. The yield is 0.880. (5) The reactants are [N+:1]([C:4]1[N:5]([CH2:9][C:10]#[CH:11])[CH:6]=[CH:7][N:8]=1)([O-:3])=[O:2].[N:12]([CH:15]([CH2:18][F:19])[CH2:16][OH:17])=[N+:13]=[N-:14].C1COCC1.O=C1O[C@H]([C@H](CO)O)C([O-])=C1O.[Na+]. The yield is 0.880. The catalyst is CC(O)(C)C.O. The product is [F:19][CH2:18][CH:15]([N:12]1[CH:11]=[C:10]([CH2:9][N:5]2[CH:6]=[CH:7][N:8]=[C:4]2[N+:1]([O-:3])=[O:2])[N:14]=[N:13]1)[CH2:16][OH:17]. (6) The reactants are Cl.[NH2:2][CH:3]1[CH2:8][CH2:7][N:6]([CH2:9][C:10]([O:12][CH3:13])=[O:11])[CH2:5][CH2:4]1.Cl.Cl[CH2:16][C:17]1[C:18]([CH3:23])=[N:19][CH:20]=[CH:21][CH:22]=1.C([O-])([O-])=O.[K+].[K+].[I-].[K+]. The catalyst is CN(C=O)C.O. The product is [CH3:23][C:18]1[C:17]([CH2:16][NH:2][CH:3]2[CH2:4][CH2:5][N:6]([CH2:9][C:10]([O:12][CH3:13])=[O:11])[CH2:7][CH2:8]2)=[CH:22][CH:21]=[CH:20][N:19]=1. The yield is 0.463.